This data is from Reaction yield outcomes from USPTO patents with 853,638 reactions. The task is: Predict the reaction yield, written as a fraction of the theoretical maximum amount of product (1.0 means a 100% yield; for example, 0.34 means a 34% yield). The reactants are [OH:1][C:2]1([CH:6]2[N:11]([CH2:12][C:13]3[CH:18]=[CH:17][CH:16]=[CH:15][CH:14]=3)[C:10](=O)[CH2:9][N:8]([CH2:20][C:21]3[CH:26]=[CH:25][CH:24]=[CH:23][CH:22]=3)[C:7]2=O)[CH2:5][NH:4][CH2:3]1.[BH4-].[Na+].Cl.[C:31](O[C:31]([O:33][C:34]([CH3:37])([CH3:36])[CH3:35])=[O:32])([O:33][C:34]([CH3:37])([CH3:36])[CH3:35])=[O:32]. The catalyst is COCCOC.CO. The product is [C:13]1([CH2:12][N:11]2[CH2:10][CH2:9][N:8]([CH2:20][C:21]3[CH:22]=[CH:23][CH:24]=[CH:25][CH:26]=3)[CH2:7][CH:6]2[C:2]2([OH:1])[CH2:5][N:4]([C:31]([O:33][C:34]([CH3:37])([CH3:36])[CH3:35])=[O:32])[CH2:3]2)[CH:14]=[CH:15][CH:16]=[CH:17][CH:18]=1. The yield is 0.690.